From a dataset of CYP3A4 inhibition data for predicting drug metabolism from PubChem BioAssay. Regression/Classification. Given a drug SMILES string, predict its absorption, distribution, metabolism, or excretion properties. Task type varies by dataset: regression for continuous measurements (e.g., permeability, clearance, half-life) or binary classification for categorical outcomes (e.g., BBB penetration, CYP inhibition). Dataset: cyp3a4_veith. (1) The molecule is COC(=O)[C@@]1(Cc2ccc(OC)cc2)[C@H]2c3cc(C(=O)N(C)C)n(C[C@H](O)CO)c3C[C@H]2CN1C(=O)c1ccccc1. The result is 1 (inhibitor). (2) The compound is COc1ccc(CCNC(=O)CCN2C(=O)C(C)Oc3ccc(C)cc32)cc1OC. The result is 1 (inhibitor). (3) The molecule is Cc1cccc(CCNc2nc3ccccc3n3nnnc23)c1. The result is 0 (non-inhibitor).